The task is: Predict the product of the given reaction.. This data is from Forward reaction prediction with 1.9M reactions from USPTO patents (1976-2016). (1) Given the reactants [CH3:1][N:2]1[CH:6]=[C:5]([S:7](=[O:16])(=[O:15])[NH:8][C@H:9]([CH3:14])[C:10]([F:13])([F:12])[F:11])[C:4]([CH3:17])=[C:3]1[C:18](O)=[O:19].[Cl:21][C:22]1[CH:23]=[C:24]([CH:26]=[C:27]([F:30])[C:28]=1[F:29])[NH2:25], predict the reaction product. The product is: [Cl:21][C:22]1[CH:23]=[C:24]([NH:25][C:18]([C:3]2[N:2]([CH3:1])[CH:6]=[C:5]([S:7](=[O:15])(=[O:16])[NH:8][C@H:9]([CH3:14])[C:10]([F:13])([F:12])[F:11])[C:4]=2[CH3:17])=[O:19])[CH:26]=[C:27]([F:30])[C:28]=1[F:29]. (2) Given the reactants [Cl:1][C:2]1[CH:3]=[CH:4][C:5]2[CH:15](Cl)[C:10]3=[N:11][CH:12]=[CH:13][CH:14]=[C:9]3[CH2:8][CH2:7][C:6]=2[CH:17]=1.CCN(CC)CC.[NH:25]1[CH2:30][CH2:29][NH:28][CH2:27][CH2:26]1.[OH-].[Na+], predict the reaction product. The product is: [Cl:1][C:2]1[CH:3]=[CH:4][C:5]2[CH:15]([N:25]3[CH2:30][CH2:29][NH:28][CH2:27][CH2:26]3)[C:10]3=[N:11][CH:12]=[CH:13][CH:14]=[C:9]3[CH2:8][CH2:7][C:6]=2[CH:17]=1. (3) Given the reactants [Cl:1][C:2]1[C:12]2[CH2:11][C:10](=O)[NH:9][C:8](=O)[CH2:7][C:6]=2[CH:5]=[CH:4][CH:3]=1.C[OH:16].Cl.N.C1[CH2:23][O:22][CH2:21][CH2:20]1, predict the reaction product. The product is: [Cl:1][C:2]1[C:12]2[CH2:11][CH2:10][N:9]([C:23]([O:22][CH2:21][CH3:20])=[O:16])[CH2:8][CH2:7][C:6]=2[CH:5]=[CH:4][CH:3]=1. (4) Given the reactants Br[CH2:2][C:3]1[C:8]([CH3:9])=[CH:7][CH:6]=[CH:5][C:4]=1[N:10]1[C:14](=[O:15])[N:13]([CH3:16])[N:12]=[N:11]1.[Br:17][C:18]1[CH:23]=[CH:22][C:21]([OH:24])=[C:20]([CH3:25])[C:19]=1[CH3:26].C(=O)([O-])[O-].[K+].[K+].C(#N)C, predict the reaction product. The product is: [Br:17][C:18]1[CH:23]=[CH:22][C:21]([O:24][CH2:2][C:3]2[C:8]([CH3:9])=[CH:7][CH:6]=[CH:5][C:4]=2[N:10]2[C:14](=[O:15])[N:13]([CH3:16])[N:12]=[N:11]2)=[C:20]([CH3:25])[C:19]=1[CH3:26]. (5) Given the reactants C([O:3][C:4](=O)[CH2:5][C:6]1[N:7]=[C:8]([C:12]2[CH:13]=[N:14][C:15]([C:18]3[CH:23]=[CH:22][CH:21]=[CH:20][C:19]=3[F:24])=[CH:16][CH:17]=2)[S:9][C:10]=1[CH3:11])C.[H-].[H-].[H-].[H-].[Li+].[Al+3], predict the reaction product. The product is: [F:24][C:19]1[CH:20]=[CH:21][CH:22]=[CH:23][C:18]=1[C:15]1[N:14]=[CH:13][C:12]([C:8]2[S:9][C:10]([CH3:11])=[C:6]([CH2:5][CH2:4][OH:3])[N:7]=2)=[CH:17][CH:16]=1.